Dataset: Full USPTO retrosynthesis dataset with 1.9M reactions from patents (1976-2016). Task: Predict the reactants needed to synthesize the given product. Given the product [CH3:1][O:2][C:3]1[CH:4]=[C:5]2[C:9](=[CH:10][C:11]=1[O:12][CH3:13])[N:8]([CH3:14])[CH:7]=[C:6]2[C:15]1[NH:27][C:18]2=[N:19][CH:20]=[CH:21][C:22]([CH:23]([OH:26])[CH2:24][CH3:25])=[C:17]2[CH:16]=1, predict the reactants needed to synthesize it. The reactants are: [CH3:1][O:2][C:3]1[CH:4]=[C:5]2[C:9](=[CH:10][C:11]=1[O:12][CH3:13])[N:8]([CH3:14])[CH:7]=[C:6]2[C:15]1[N:27](S(C2C=CC(C)=CC=2)(=O)=O)[C:18]2=[N:19][CH:20]=[CH:21][C:22]([CH:23]([OH:26])[CH2:24][CH3:25])=[C:17]2[CH:16]=1.[OH-].[K+].